Dataset: Forward reaction prediction with 1.9M reactions from USPTO patents (1976-2016). Task: Predict the product of the given reaction. (1) The product is: [F:34][C:25]1[C:24]2[O:35][C:10]([N:1]3[C:9]4[C:4](=[CH:5][CH:6]=[CH:7][CH:8]=4)[CH2:3][CH2:2]3)=[N:22][C:23]=2[CH:28]=[CH:27][C:26]=1[CH2:29][C:30]([O:32][CH3:33])=[O:31]. Given the reactants [NH:1]1[C:9]2[C:4](=[CH:5][CH:6]=[CH:7][CH:8]=2)[CH2:3][CH2:2]1.[CH:10]1N=CN(C(N2C=NC=C2)=S)C=1.[NH2:22][C:23]1[CH:28]=[CH:27][C:26]([CH2:29][C:30]([O:32][CH3:33])=[O:31])=[C:25]([F:34])[C:24]=1[OH:35], predict the reaction product. (2) Given the reactants C([C:3]1[C:11]([N+:12]([O-])=O)=[C:10]([CH:15]=[CH:16][C:17]([O:19]C)=O)[CH:9]=[CH:8][C:4]=1[C:5]([OH:7])=[O:6])C.[C:21](O)(=O)[CH3:22], predict the reaction product. The product is: [O:19]=[C:17]1[CH2:16][CH2:15][C:10]2[C:11](=[CH:3][C:4]([C:5]([O:7][CH2:21][CH3:22])=[O:6])=[CH:8][CH:9]=2)[NH:12]1. (3) Given the reactants Br[C:2]1[N:7]=[C:6]2[N:8]([CH2:11][C:12]3[CH:13]=[C:14]4[C:19](=[CH:20][CH:21]=3)[N:18]=[CH:17][CH:16]=[CH:15]4)[N:9]=[N:10][C:5]2=[N:4][CH:3]=1.C(Cl)Cl.[CH2:25]([N:27](CC)CC)C, predict the reaction product. The product is: [N:18]1[C:19]2[C:14](=[CH:13][C:12]([CH2:11][N:8]3[C:6]4=[N:7][C:2]([C:25]#[N:27])=[CH:3][N:4]=[C:5]4[N:10]=[N:9]3)=[CH:21][CH:20]=2)[CH:15]=[CH:16][CH:17]=1. (4) Given the reactants Cl.[CH3:2][NH:3][CH2:4][CH2:5][NH:6][S:7]([C:10]1[CH:15]=[C:14]([S:16]([C:19]2[CH:24]=[CH:23][CH:22]=[CH:21][CH:20]=2)(=[O:18])=[O:17])[CH:13]=[CH:12][C:11]=1[C:25]([F:28])([F:27])[F:26])(=[O:9])=[O:8].Br[CH2:30][C:31]([O:33][CH3:34])=[O:32].C(N(C(C)C)CC)(C)C, predict the reaction product. The product is: [CH3:2][N:3]([CH2:4][CH2:5][NH:6][S:7]([C:10]1[CH:15]=[C:14]([S:16]([C:19]2[CH:24]=[CH:23][CH:22]=[CH:21][CH:20]=2)(=[O:18])=[O:17])[CH:13]=[CH:12][C:11]=1[C:25]([F:28])([F:26])[F:27])(=[O:9])=[O:8])[CH2:30][C:31]([O:33][CH3:34])=[O:32].